Dataset: Peptide-MHC class I binding affinity with 185,985 pairs from IEDB/IMGT. Task: Regression. Given a peptide amino acid sequence and an MHC pseudo amino acid sequence, predict their binding affinity value. This is MHC class I binding data. (1) The peptide sequence is EDIAMGYVV. The MHC is HLA-B44:03 with pseudo-sequence HLA-B44:03. The binding affinity (normalized) is 0.0243. (2) The peptide sequence is FHLPVEKDV. The MHC is Mamu-A07 with pseudo-sequence Mamu-A07. The binding affinity (normalized) is 0.